Dataset: Catalyst prediction with 721,799 reactions and 888 catalyst types from USPTO. Task: Predict which catalyst facilitates the given reaction. (1) Reactant: [CH3:1][O:2][C:3]1[N:8]=[CH:7][C:6](B(O)O)=[CH:5][N:4]=1.Cl[C:13]1[N:18]=[C:17]([NH:19][C:20]2[N:25]=[CH:24][C:23]3[N:26]=[CH:27][N:28]([CH:29]([CH3:31])[CH3:30])[C:22]=3[CH:21]=2)[CH:16]=[CH:15][N:14]=1.[C:32]([O-])([O-])=O.[Na+].[Na+]. Product: [CH2:1]([O:2][C:3]1[N:8]=[CH:7][C:6]([C:13]2[N:18]=[C:17]([NH:19][C:20]3[N:25]=[CH:24][C:23]4[N:26]=[CH:27][N:28]([CH:29]([CH3:31])[CH3:30])[C:22]=4[CH:21]=3)[CH:16]=[CH:15][N:14]=2)=[CH:5][N:4]=1)[CH3:32]. The catalyst class is: 10. (2) Product: [Cl:3][C:4]1[CH:5]=[C:6]([CH:11]([OH:13])[CH3:12])[CH:7]=[N:8][C:9]=1[Cl:10]. The catalyst class is: 5. Reactant: [BH4-].[Na+].[Cl:3][C:4]1[CH:5]=[C:6]([C:11](=[O:13])[CH3:12])[CH:7]=[N:8][C:9]=1[Cl:10]. (3) Reactant: [Cl:1][C:2]1[C:7]([Cl:8])=[C:6](Cl)[N:5]=[C:4]([C:10]([O:12][CH2:13][C:14]2[CH:19]=[CH:18][CH:17]=[CH:16][CH:15]=2)=[O:11])[CH:3]=1.[Cl:20][C:21]1[CH:26]=[CH:25][C:24](B2OCCCO2)=[C:23]([F:33])[C:22]=1[O:34][CH3:35].[F-].[Cs+].C(#N)C. Product: [Cl:1][C:2]1[C:7]([Cl:8])=[C:6]([C:24]2[CH:25]=[CH:26][C:21]([Cl:20])=[C:22]([O:34][CH3:35])[C:23]=2[F:33])[N:5]=[C:4]([C:10]([O:12][CH2:13][C:14]2[CH:19]=[CH:18][CH:17]=[CH:16][CH:15]=2)=[O:11])[CH:3]=1. The catalyst class is: 189. (4) Reactant: [Cl:1][C:2]1[CH:3]=[C:4]([C:8]2[N:9]=[C:10]([N:16]3[C:20]4[CH:21]=[C:22]([OH:25])[CH:23]=[CH:24][C:19]=4[N:18]=[CH:17]3)[S:11][C:12]=2[C:13]([NH2:15])=[O:14])[CH:5]=[CH:6][CH:7]=1.Br[CH2:27][CH2:28][N:29]1[CH2:34][CH2:33][O:32][CH2:31][CH2:30]1.C(=O)([O-])[O-].[Cs+].[Cs+]. Product: [Cl:1][C:2]1[CH:3]=[C:4]([C:8]2[N:9]=[C:10]([N:16]3[C:20]4[CH:21]=[C:22]([O:25][CH2:27][CH2:28][N:29]5[CH2:34][CH2:33][O:32][CH2:31][CH2:30]5)[CH:23]=[CH:24][C:19]=4[N:18]=[CH:17]3)[S:11][C:12]=2[C:13]([NH2:15])=[O:14])[CH:5]=[CH:6][CH:7]=1. The catalyst class is: 9. (5) Reactant: [C:1]([O:5][C:6]([N:8]1[CH2:13][CH2:12][O:11][CH:10]([CH:14]([O:21][C:22]2[CH:27]=[CH:26][CH:25]=[CH:24][C:23]=2[CH2:28][OH:29])[C:15]2[CH:20]=[CH:19][CH:18]=[CH:17][CH:16]=2)[CH2:9]1)=[O:7])([CH3:4])([CH3:3])[CH3:2].[H-].[Na+].[CH3:32]I. Product: [C:1]([O:5][C:6]([N:8]1[CH2:13][CH2:12][O:11][CH:10]([CH:14]([O:21][C:22]2[CH:27]=[CH:26][CH:25]=[CH:24][C:23]=2[CH2:28][O:29][CH3:32])[C:15]2[CH:20]=[CH:19][CH:18]=[CH:17][CH:16]=2)[CH2:9]1)=[O:7])([CH3:4])([CH3:2])[CH3:3]. The catalyst class is: 1. (6) Reactant: [F-].C([N+](CCCC)(CCCC)CCCC)CCC.C[O:20][C:21](=[O:64])[CH2:22][CH2:23][C:24]1[CH:25]=[C:26]([C:30]2[CH:35]=[CH:34][C:33]([C:36]([C:41]3[CH:46]=[CH:45][C:44]([CH2:47][CH2:48][CH:49]([O:54][Si](C(C)(C)C)(C)C)[C:50]([CH3:53])([CH3:52])[CH3:51])=[C:43]([CH3:62])[CH:42]=3)([CH2:39][CH3:40])[CH2:37][CH3:38])=[CH:32][C:31]=2[CH3:63])[CH:27]=[CH:28][CH:29]=1.P([O-])(O)(O)=O.[Na+]. Product: [CH2:37]([C:36]([C:33]1[CH:34]=[CH:35][C:30]([C:26]2[CH:27]=[CH:28][CH:29]=[C:24]([CH2:23][CH2:22][C:21]([OH:64])=[O:20])[CH:25]=2)=[C:31]([CH3:63])[CH:32]=1)([C:41]1[CH:46]=[CH:45][C:44]([CH2:47][CH2:48][CH:49]([OH:54])[C:50]([CH3:52])([CH3:53])[CH3:51])=[C:43]([CH3:62])[CH:42]=1)[CH2:39][CH3:40])[CH3:38]. The catalyst class is: 7.